From a dataset of Reaction yield outcomes from USPTO patents with 853,638 reactions. Predict the reaction yield, written as a fraction of the theoretical maximum amount of product (1.0 means a 100% yield; for example, 0.34 means a 34% yield). (1) The reactants are Cl[C:2]1[N:7]=[CH:6][C:5]([CH2:8][N:9]2[C:17]3[C:12](=[CH:13][CH:14]=[CH:15][CH:16]=3)[C:11]3([C:21]4=[CH:22][C:23]5[O:27][CH2:26][O:25][C:24]=5[CH:28]=[C:20]4[O:19][CH2:18]3)[C:10]2=[O:29])=[CH:4][CH:3]=1.[CH3:30][NH:31][CH3:32]. No catalyst specified. The product is [CH3:30][N:31]([CH3:32])[C:2]1[N:7]=[CH:6][C:5]([CH2:8][N:9]2[C:17]3[C:12](=[CH:13][CH:14]=[CH:15][CH:16]=3)[C:11]3([C:21]4=[CH:22][C:23]5[O:27][CH2:26][O:25][C:24]=5[CH:28]=[C:20]4[O:19][CH2:18]3)[C:10]2=[O:29])=[CH:4][CH:3]=1. The yield is 0.480. (2) The reactants are [F:1][C:2]1[CH:3]=[C:4]([CH:7]=[C:8]([O:11]C)[C:9]=1[OH:10])[CH:5]=[O:6].[Al+3].[Cl-].[Cl-].[Cl-].N1C=CC=CC=1. The catalyst is C(Cl)Cl. The product is [F:1][C:2]1[CH:3]=[C:4]([CH:7]=[C:8]([OH:11])[C:9]=1[OH:10])[CH:5]=[O:6]. The yield is 0.810. (3) The reactants are [Br:1][C:2]1[CH:11]=[CH:10][C:5]([C:6](OC)=[O:7])=[CH:4][C:3]=1[CH3:12].[H-].[Al+3].[Li+].[H-].[H-].[H-].O.[OH-].[Na+]. The catalyst is C1COCC1. The product is [Br:1][C:2]1[CH:11]=[CH:10][C:5]([CH2:6][OH:7])=[CH:4][C:3]=1[CH3:12]. The yield is 0.960. (4) The reactants are [CH2:1]([NH:4][C:5]1[N:6]=[C:7](Cl)[C:8]2[CH:13]=[CH:12][N:11]([CH3:14])[C:9]=2[N:10]=1)[CH2:2][CH3:3].C(=O)([O-])[O-].[K+].[K+].[CH3:22][CH:23]([NH2:25])[CH3:24].O. The catalyst is C(O)CCC. The product is [CH2:1]([NH:4][C:5]1[N:6]=[C:7]([NH:25][CH:23]([CH3:24])[CH3:22])[C:8]2[CH:13]=[CH:12][N:11]([CH3:14])[C:9]=2[N:10]=1)[CH2:2][CH3:3]. The yield is 0.750. (5) The reactants are [Br:1][C:2]1[CH:7]=[CH:6][CH:5]=[C:4]([N+:8]([O-])=O)[C:3]=1[CH2:11][OH:12].NN. The catalyst is C1COCC1.CO.[Ni]. The product is [NH2:8][C:4]1[CH:5]=[CH:6][CH:7]=[C:2]([Br:1])[C:3]=1[CH2:11][OH:12]. The yield is 0.840. (6) The reactants are Br[CH:2]1[CH:7](O)[CH:6]=[C:5]([C:9]2[CH:14]=[CH:13][N:12]=[CH:11][C:10]=2[N+:15]([O-:17])=[O:16])[CH2:4][CH:3]1[CH3:18].CC(C)([O-:22])C.[K+].[Cl-].[NH4+].[N-:27]=[N+:28]=[N-:29].[Na+]. The catalyst is C1COCC1.O. The product is [N:27]([CH:7]1[CH:6]=[C:5]([C:9]2[CH:14]=[CH:13][N:12]=[CH:11][C:10]=2[N+:15]([O-:17])=[O:16])[CH2:4][CH:3]([CH3:18])[CH:2]1[OH:22])=[N+:28]=[N-:29]. The yield is 0.550. (7) The reactants are O[C:2]1[CH:3]=[C:4]([C:11]([O:13][CH2:14][CH3:15])=[O:12])[C:5]2[CH:10]=[N:9][NH:8][C:6]=2[N:7]=1.P(Br)(Br)([Br:18])=O. The catalyst is C(#N)C. The product is [Br:18][C:2]1[CH:3]=[C:4]([C:11]([O:13][CH2:14][CH3:15])=[O:12])[C:5]2[CH:10]=[N:9][NH:8][C:6]=2[N:7]=1. The yield is 0.770. (8) The reactants are [CH2:1]([O:8][C:9]1[C:10](=[O:18])[CH:11]=[C:12]([CH:15]([F:17])[F:16])O[CH:14]=1)[C:2]1[CH:7]=[CH:6][CH:5]=[CH:4][CH:3]=1.[OH-].[NH4+:20].C(Cl)Cl.CCOC(C)=O. The catalyst is C(O)C. The product is [CH2:1]([O:8][C:9]1[C:10](=[O:18])[CH:11]=[C:12]([CH:15]([F:17])[F:16])[NH:20][CH:14]=1)[C:2]1[CH:7]=[CH:6][CH:5]=[CH:4][CH:3]=1. The yield is 0.740.